From a dataset of Forward reaction prediction with 1.9M reactions from USPTO patents (1976-2016). Predict the product of the given reaction. The product is: [C:23]1([N:22]([C:18]2[CH:19]=[CH:20][CH:21]=[C:16]([CH3:15])[CH:17]=2)[C:2]2[CH:7]=[CH:6][C:5]([C:8]3[CH:13]=[CH:12][C:11]([N:22]([C:23]4[CH:24]=[CH:25][CH:26]=[CH:27][CH:28]=4)[C:18]4[CH:19]=[CH:20][CH:21]=[C:16]([CH3:15])[CH:17]=4)=[CH:10][CH:9]=3)=[CH:4][CH:3]=2)[CH:28]=[CH:27][CH:26]=[CH:25][CH:24]=1. Given the reactants I[C:2]1[CH:7]=[CH:6][C:5]([C:8]2[CH:13]=[CH:12][C:11](I)=[CH:10][CH:9]=2)=[CH:4][CH:3]=1.[CH3:15][C:16]1[CH:17]=[C:18]([NH:22][C:23]2[CH:28]=[CH:27][CH:26]=[CH:25][CH:24]=2)[CH:19]=[CH:20][CH:21]=1.[OH-].[K+], predict the reaction product.